From a dataset of Full USPTO retrosynthesis dataset with 1.9M reactions from patents (1976-2016). Predict the reactants needed to synthesize the given product. (1) The reactants are: Br[CH2:2][CH2:3][O:4][C:5]1[C:10]([O:11][CH2:12][CH2:13][CH2:14][C:15]2[CH:20]=[CH:19][CH:18]=[CH:17][CH:16]=2)=[C:9]([O:21][CH3:22])[C:8]([Cl:23])=[C:7]([CH3:24])[C:6]=1[C:25](=[O:27])[CH3:26].[CH:28]1([NH2:33])[CH2:32][CH2:31][CH2:30][CH2:29]1. Given the product [Cl:23][C:8]1[C:7]([CH3:24])=[C:6]([C:25](=[O:27])[CH3:26])[C:5]([O:4][CH2:3][CH2:2][NH:33][CH:28]2[CH2:32][CH2:31][CH2:30][CH2:29]2)=[C:10]([O:11][CH2:12][CH2:13][CH2:14][C:15]2[CH:20]=[CH:19][CH:18]=[CH:17][CH:16]=2)[C:9]=1[O:21][CH3:22], predict the reactants needed to synthesize it. (2) Given the product [CH3:11][S:10][C:2]1[S:3][C:4]2[C:9]([N:1]=1)=[CH:8][CH:7]=[CH:6][N:5]=2, predict the reactants needed to synthesize it. The reactants are: [N:1]1[C:9]2[C:4](=[N:5][CH:6]=[CH:7][CH:8]=2)[S:3][C:2]=1[SH:10].[C:11](=O)([O-])[O-].[K+].[K+].IC. (3) Given the product [C:25]([O:1][C:2]1[CH:3]=[C:4]2[C:9](=[CH:10][C:11]=1[O:12][CH3:13])[N:8]=[C:7]([C:14]1[CH:19]=[CH:18][CH:17]=[C:16]([N+:20]([O-:22])=[O:21])[CH:15]=1)[NH:6][C:5]2=[O:23])(=[O:26])[CH3:24], predict the reactants needed to synthesize it. The reactants are: [OH:1][C:2]1[CH:3]=[C:4]2[C:9](=[CH:10][C:11]=1[O:12][CH3:13])[N:8]=[C:7]([C:14]1[CH:19]=[CH:18][CH:17]=[C:16]([N+:20]([O-:22])=[O:21])[CH:15]=1)[NH:6][C:5]2=[O:23].[CH3:24][C:25](OC(C)=O)=[O:26].